Dataset: Full USPTO retrosynthesis dataset with 1.9M reactions from patents (1976-2016). Task: Predict the reactants needed to synthesize the given product. Given the product [OH:40][C:41]1[CH:42]=[CH:43][C:44]([CH2:47][CH2:48][NH:49][C:50]2[CH:55]=[CH:54][CH:53]=[CH:52][C:51]=2[CH2:56][CH:57]2[CH2:66][CH2:65][C:64]3[CH:63]=[C:62]([OH:67])[CH:61]=[CH:60][C:59]=3[CH2:58]2)=[CH:45][CH:46]=1, predict the reactants needed to synthesize it. The reactants are: FC(F)(F)S(OC1C=CC=CC=1CC1CCC2C(=CC=C(OC)C=2)C1)(=O)=O.COC1C=CC(CCN)=CC=1.C[O:40][C:41]1[CH:46]=[CH:45][C:44]([CH2:47][CH2:48][NH:49][C:50]2[CH:55]=[CH:54][CH:53]=[CH:52][C:51]=2[CH2:56][CH:57]2[CH2:66][CH2:65][C:64]3[C:59](=[CH:60][CH:61]=[C:62]([O:67]C)[CH:63]=3)[CH2:58]2)=[CH:43][CH:42]=1.N.